This data is from Aqueous solubility values for 9,982 compounds from the AqSolDB database. The task is: Regression/Classification. Given a drug SMILES string, predict its absorption, distribution, metabolism, or excretion properties. Task type varies by dataset: regression for continuous measurements (e.g., permeability, clearance, half-life) or binary classification for categorical outcomes (e.g., BBB penetration, CYP inhibition). For this dataset (solubility_aqsoldb), we predict Y. (1) The drug is C=CBr. The Y is -1.27 log mol/L. (2) The drug is CC(=O)Nc1nc2c(ncn2COCCO)c(=O)[nH]1. The Y is -1.92 log mol/L. (3) The Y is -1.93 log mol/L. The drug is OCc1ccc(Br)cc1. (4) The molecule is CCOP(=S)(OCC)Oc1cnccn1. The Y is -2.34 log mol/L. (5) The molecule is COC1CCC=CO1. The Y is -0.853 log mol/L. (6) The molecule is O=C1OC(=O)c2c(Cl)c(Cl)c(Cl)c(Cl)c21. The Y is -4.55 log mol/L. (7) The molecule is CC(=O)OC1CCC(C(C)(C)C)CC1. The Y is -3.70 log mol/L.